This data is from Peptide-MHC class II binding affinity with 134,281 pairs from IEDB. The task is: Regression. Given a peptide amino acid sequence and an MHC pseudo amino acid sequence, predict their binding affinity value. This is MHC class II binding data. (1) The peptide sequence is AAATANTTVYGAFAA. The MHC is HLA-DQA10501-DQB10301 with pseudo-sequence HLA-DQA10501-DQB10301. The binding affinity (normalized) is 0.686. (2) The peptide sequence is WMTTEDMLEVWNRVW. The MHC is HLA-DQA10102-DQB10501 with pseudo-sequence HLA-DQA10102-DQB10501. The binding affinity (normalized) is 0.256. (3) The MHC is DRB1_1302 with pseudo-sequence DRB1_1302. The peptide sequence is RFTISRDNAKNSLYL. The binding affinity (normalized) is 0.206. (4) The peptide sequence is KIYHKCDNACIGSIR. The MHC is DRB1_0405 with pseudo-sequence DRB1_0405. The binding affinity (normalized) is 0.147. (5) The peptide sequence is TAKAPGLVPKLDAAY. The MHC is DRB1_0405 with pseudo-sequence DRB1_0405. The binding affinity (normalized) is 0.160. (6) The peptide sequence is QLSRKTFDTEYQKTK. The MHC is DRB1_0301 with pseudo-sequence DRB1_0301. The binding affinity (normalized) is 0. (7) The peptide sequence is IKEKGKDKWIELKES. The MHC is HLA-DQA10201-DQB10202 with pseudo-sequence HLA-DQA10201-DQB10202. The binding affinity (normalized) is 0.